This data is from Catalyst prediction with 721,799 reactions and 888 catalyst types from USPTO. The task is: Predict which catalyst facilitates the given reaction. (1) Reactant: [NH2:1][C:2]1[NH:3][C:4]([N:7]2[CH2:12][CH2:11][CH:10]([N:13]([CH2:23][C:24]3[CH:33]=[CH:32][CH:31]=[CH:30][C:25]=3[C:26]([O:28]C)=[O:27])[CH2:14][CH2:15][C:16]3[CH:21]=[CH:20][C:19]([Cl:22])=[CH:18][CH:17]=3)[CH2:9][CH2:8]2)=[N:5][N:6]=1.[OH-].[Na+].Cl. Product: [NH2:1][C:2]1[N:3]=[C:4]([N:7]2[CH2:8][CH2:9][CH:10]([N:13]([CH2:23][C:24]3[CH:33]=[CH:32][CH:31]=[CH:30][C:25]=3[C:26]([OH:28])=[O:27])[CH2:14][CH2:15][C:16]3[CH:21]=[CH:20][C:19]([Cl:22])=[CH:18][CH:17]=3)[CH2:11][CH2:12]2)[NH:5][N:6]=1. The catalyst class is: 5. (2) Reactant: [N:1]1[N:2]=[C:3]([C:6]2[CH:11]=[CH:10][N:9]=[CH:8][CH:7]=2)[NH:4][CH:5]=1.[CH3:12][O:13][C:14]1[CH:19]=[CH:18][C:17]([CH2:20]Cl)=[CH:16][CH:15]=1.C([O-])([O-])=O.[K+].[K+]. Product: [CH3:12][O:13][C:14]1[CH:19]=[CH:18][C:17]([CH2:20][N:4]2[CH:5]=[N:1][N:2]=[C:3]2[C:6]2[CH:11]=[CH:10][N:9]=[CH:8][CH:7]=2)=[CH:16][CH:15]=1. The catalyst class is: 18. (3) Reactant: [Cl:1][C:2]1[CH:7]=[CH:6][C:5]([C:8]2[CH:12]=[C:11]([CH:13]([OH:27])[CH2:14][NH:15][CH:16]([CH2:19][CH2:20][C:21]3[CH:26]=[CH:25][CH:24]=[CH:23][CH:22]=3)[CH2:17][OH:18])[N:10]([C:28]3[N:33]=[CH:32][CH:31]=[CH:30][N:29]=3)[N:9]=2)=[CH:4][CH:3]=1.[C:34](O[C:34]([O:36][C:37]([CH3:40])([CH3:39])[CH3:38])=[O:35])([O:36][C:37]([CH3:40])([CH3:39])[CH3:38])=[O:35]. Product: [Cl:1][C:2]1[CH:7]=[CH:6][C:5]([C:8]2[CH:12]=[C:11]([CH:13]([OH:27])[CH2:14][N:15]([CH:16]([CH2:19][CH2:20][C:21]3[CH:26]=[CH:25][CH:24]=[CH:23][CH:22]=3)[CH2:17][OH:18])[C:34](=[O:35])[O:36][C:37]([CH3:40])([CH3:39])[CH3:38])[N:10]([C:28]3[N:33]=[CH:32][CH:31]=[CH:30][N:29]=3)[N:9]=2)=[CH:4][CH:3]=1. The catalyst class is: 5.